From a dataset of Experimentally validated miRNA-target interactions with 360,000+ pairs, plus equal number of negative samples. Binary Classification. Given a miRNA mature sequence and a target amino acid sequence, predict their likelihood of interaction. The protein sequence of the target gene is MPLNVNFTNRNYDLDYDSVQPYFICDEEENFYHQQQQSELQPPAPSEDIWKKFELLPTPPLSPSRRSGLCSPSYVAVATSFSPREDDDGGGGNFSTADQLEMMTELLGGDMVNQSFICDPDDETFIKNIIIQDCMWSGFSAAAKLVSEKLASYQAARKDSTSLSPARGHSVCSTSSLYLQDLTAAASECIDPSVVFPYPLNDSSSPKSCTSSDSTAFSPSSDSLLSSESSPRASPEPLVLHEETPPTTSSDSEEEQEDEEEIDVVSVEKRQTPAKRSESGSSPSRGHSKPPHSPLVLKRC.... Result: 0 (no interaction). The miRNA is hsa-miR-5697 with sequence UCAAGUAGUUUCAUGAUAAAGG.